Predict the reaction yield, written as a fraction of the theoretical maximum amount of product (1.0 means a 100% yield; for example, 0.34 means a 34% yield). From a dataset of Reaction yield outcomes from USPTO patents with 853,638 reactions. (1) The reactants are C[O:2][C:3](=[O:33])[C:4]1[CH:9]=[CH:8][C:7]([CH2:10][N:11]2[CH:15]=[C:14]([C:16]3[CH:21]=[CH:20][C:19]([F:22])=[CH:18][C:17]=3[F:23])[N:13]=[C:12]2/[CH:24]=[CH:25]/[C:26]2[CH:31]=[CH:30][C:29](Br)=[CH:28][CH:27]=2)=[CH:6][CH:5]=1.[F:34][C:35]([F:46])([F:45])[C:36]1[CH:37]=[C:38](B(O)O)[CH:39]=[CH:40][CH:41]=1. No catalyst specified. The product is [F:23][C:17]1[CH:18]=[C:19]([F:22])[CH:20]=[CH:21][C:16]=1[C:14]1[N:13]=[C:12](/[CH:24]=[CH:25]/[C:26]2[CH:27]=[CH:28][C:29]([C:38]3[CH:39]=[CH:40][CH:41]=[C:36]([C:35]([F:46])([F:45])[F:34])[CH:37]=3)=[CH:30][CH:31]=2)[N:11]([CH2:10][C:7]2[CH:6]=[CH:5][C:4]([C:3]([OH:33])=[O:2])=[CH:9][CH:8]=2)[CH:15]=1. The yield is 0.310. (2) The reactants are Br[C:2]1[N:3]([CH2:9][O:10][CH2:11][CH2:12][Si:13]([CH3:16])([CH3:15])[CH3:14])[CH:4]=[C:5]([C:7]#[N:8])[N:6]=1.C([Mg]Cl)(C)C.C([C:24]([O:26][CH2:27][CH3:28])=[O:25])#N. The catalyst is C1COCC1. The product is [CH2:27]([O:26][C:24]([C:2]1[N:3]([CH2:9][O:10][CH2:11][CH2:12][Si:13]([CH3:16])([CH3:15])[CH3:14])[CH:4]=[C:5]([C:7]#[N:8])[N:6]=1)=[O:25])[CH3:28]. The yield is 0.740. (3) The reactants are [C:1]([C:5]1[CH:9]=[C:8]([NH:10][C:11](=[O:19])OC2C=CC=CC=2)[N:7]([C:20]2[CH:25]=[CH:24][CH:23]=[CH:22][CH:21]=2)[N:6]=1)([CH3:4])([CH3:3])[CH3:2].[CH3:26][O:27][C:28]1[CH:29]=[C:30]2[C:35](=[CH:36][C:37]=1[O:38][CH3:39])[N:34]=[CH:33][N:32]=[C:31]2[S:40][C:41]1[CH:42]=[C:43]([CH:45]=[CH:46][CH:47]=1)[NH2:44].C(N(C(C)C)CC)(C)C. The catalyst is CN(C1C=CN=CC=1)C. The product is [C:1]([C:5]1[CH:9]=[C:8]([NH:10][C:11]([NH:44][C:43]2[CH:45]=[CH:46][CH:47]=[C:41]([S:40][C:31]3[C:30]4[C:35](=[CH:36][C:37]([O:38][CH3:39])=[C:28]([O:27][CH3:26])[CH:29]=4)[N:34]=[CH:33][N:32]=3)[CH:42]=2)=[O:19])[N:7]([C:20]2[CH:25]=[CH:24][CH:23]=[CH:22][CH:21]=2)[N:6]=1)([CH3:2])([CH3:4])[CH3:3]. The yield is 0.500. (4) The reactants are Br[C:2]1[CH:3]=[C:4]2[C:9](=[CH:10][CH:11]=1)[N:8]=[CH:7][C:6]([C:12]([CH:14]1[CH2:16][CH2:15]1)=[O:13])=[C:5]2[N:17]1[CH2:22][CH2:21][CH:20]([CH:23]([N:25]([CH3:27])[CH3:26])[CH3:24])[CH2:19][CH2:18]1.[F:28][C:29]1[CH:34]=[C:33](B2OC(C)(C)C(C)(C)O2)[CH:32]=[C:31]([F:44])[C:30]=1[OH:45]. No catalyst specified. The product is [CH:14]1([C:12]([C:6]2[CH:7]=[N:8][C:9]3[C:4]([C:5]=2[N:17]2[CH2:22][CH2:21][CH:20]([CH:23]([N:25]([CH3:26])[CH3:27])[CH3:24])[CH2:19][CH2:18]2)=[CH:3][C:2]([C:33]2[CH:34]=[C:29]([F:28])[C:30]([OH:45])=[C:31]([F:44])[CH:32]=2)=[CH:11][CH:10]=3)=[O:13])[CH2:16][CH2:15]1. The yield is 0.440. (5) The reactants are [Br:1][C:2]1[C:7]([OH:8])=[CH:6][CH:5]=[C:4]([CH2:9][OH:10])[N:3]=1.[C:11]([O-])([O-])=O.[K+].[K+].IC. The catalyst is CC(C)=O. The product is [Br:1][C:2]1[N:3]=[C:4]([CH2:9][OH:10])[CH:5]=[CH:6][C:7]=1[O:8][CH3:11]. The yield is 0.965. (6) The reactants are [Cl:1][C:2]1[CH:7]=[CH:6][CH:5]=[CH:4][C:3]=1[C:8]1[C:9]([C:20]([NH2:22])=O)=[N:10][N:11]([C:13]2[CH:18]=[CH:17][N:16]=[C:15]([Cl:19])[CH:14]=2)[CH:12]=1.C[N:24]([CH:26](OC)OC)C.O.[NH2:32]N. The catalyst is C1(C)C=CC=CC=1. The product is [Cl:19][C:15]1[CH:14]=[C:13]([N:11]2[CH:12]=[C:8]([C:3]3[CH:4]=[CH:5][CH:6]=[CH:7][C:2]=3[Cl:1])[C:9]([C:20]3[N:22]=[CH:26][NH:24][N:32]=3)=[N:10]2)[CH:18]=[CH:17][N:16]=1. The yield is 0.200. (7) The reactants are C(OC([N:8]([CH2:54][CH2:55][S:56][S:57][C:58]([CH3:61])([CH3:60])[CH3:59])[CH2:9][C:10]([O:12][C@H:13]1[C@@H:17]([OH:18])[C@H:16]([N:19]2[CH:27]=[N:26][C:25]3[C:20]2=[N:21][CH:22]=[N:23][C:24]=3[NH2:28])[O:15][C@@H:14]1[CH2:29][O:30][P:31]([O:34][C@H:35]1[CH2:39][C@H:38]([N:40]2[CH:45]=[CH:44][C:43]([NH2:46])=[N:42][C:41]2=[O:47])[O:37][C@@H:36]1[CH2:48][O:49][P:50]([OH:53])([OH:52])=[O:51])([OH:33])=[O:32])=[O:11])=O)(C)(C)C. The catalyst is C(O)(C(F)(F)F)=O. The product is [C:58]([S:57][S:56][CH2:55][CH2:54][NH:8][CH2:9][C:10]([O:12][C@H:13]1[C@@H:17]([OH:18])[C@H:16]([N:19]2[CH:27]=[N:26][C:25]3[C:20]2=[N:21][CH:22]=[N:23][C:24]=3[NH2:28])[O:15][C@@H:14]1[CH2:29][O:30][P:31]([O:34][C@H:35]1[CH2:39][C@H:38]([N:40]2[CH:45]=[CH:44][C:43]([NH2:46])=[N:42][C:41]2=[O:47])[O:37][C@@H:36]1[CH2:48][O:49][P:50]([OH:53])([OH:52])=[O:51])([OH:33])=[O:32])=[O:11])([CH3:61])([CH3:59])[CH3:60]. The yield is 0.810.